Dataset: Reaction yield outcomes from USPTO patents with 853,638 reactions. Task: Predict the reaction yield, written as a fraction of the theoretical maximum amount of product (1.0 means a 100% yield; for example, 0.34 means a 34% yield). (1) The reactants are Br[CH2:2][C:3]1[C:8]([N+:9]([O-:11])=[O:10])=[CH:7][CH:6]=[CH:5][N:4]=1.[F:12][C:13]1[CH:18]=[C:17]([F:19])[CH:16]=[CH:15][C:14]=1[OH:20]. No catalyst specified. The product is [F:12][C:13]1[CH:18]=[C:17]([F:19])[CH:16]=[CH:15][C:14]=1[O:20][CH2:2][C:3]1[C:8]([N+:9]([O-:11])=[O:10])=[CH:7][CH:6]=[CH:5][N:4]=1. The yield is 0.980. (2) The reactants are Br[C:2]1[C:3]([NH:5][C:6](=[O:8])[CH:7]=1)=[O:4].C([O-])(=O)C.[Na+].[CH2:14]([SH:20])[CH2:15][CH2:16][CH2:17][CH2:18][CH3:19]. The catalyst is CO. The product is [CH2:14]([S:20][C:2]1[C:3]([NH:5][C:6](=[O:8])[CH:7]=1)=[O:4])[CH2:15][CH2:16][CH2:17][CH2:18][CH3:19]. The yield is 1.00. (3) The yield is 0.460. No catalyst specified. The reactants are Cl.[N:2]1[CH:7]=[CH:6][N:5]=[CH:4][C:3]=1[CH2:8][C:9]([OH:11])=O.[NH2:12][C@@H:13]([CH2:31][O:32][CH2:33][C:34]1[CH:39]=[CH:38][CH:37]=[CH:36][CH:35]=1)[C:14]([NH:16][C:17]1[CH:22]=[CH:21][C:20]([O:23][C:24]2[CH:29]=[CH:28][C:27]([F:30])=[CH:26][CH:25]=2)=[CH:19][CH:18]=1)=[O:15]. The product is [CH2:33]([O:32][CH2:31][C@H:13]([NH:12][C:9](=[O:11])[CH2:8][C:3]1[CH:4]=[N:5][CH:6]=[CH:7][N:2]=1)[C:14]([NH:16][C:17]1[CH:22]=[CH:21][C:20]([O:23][C:24]2[CH:29]=[CH:28][C:27]([F:30])=[CH:26][CH:25]=2)=[CH:19][CH:18]=1)=[O:15])[C:34]1[CH:39]=[CH:38][CH:37]=[CH:36][CH:35]=1.